From a dataset of Reaction yield outcomes from USPTO patents with 853,638 reactions. Predict the reaction yield, written as a fraction of the theoretical maximum amount of product (1.0 means a 100% yield; for example, 0.34 means a 34% yield). (1) The yield is 0.240. The reactants are [CH3:1][C:2]([CH3:6])(O)[C:3]#[N:4].[NH:7]1[CH2:12][CH:11]=[CH:10][CH2:9][CH2:8]1.[H-].[Li+].[Al+3].[H-].[H-].[H-].C(N(CC)CC)C.[C:26](O[C:26]([O:28][C:29]([CH3:32])([CH3:31])[CH3:30])=[O:27])([O:28][C:29]([CH3:32])([CH3:31])[CH3:30])=[O:27]. The product is [N:7]1([C:2]([CH3:6])([CH3:1])[CH2:3][NH:4][C:26](=[O:27])[O:28][C:29]([CH3:32])([CH3:31])[CH3:30])[CH2:8][CH:9]=[CH:10][CH2:11][CH2:12]1. The catalyst is C1(C)C=CC=CC=1.C(OCC)C.C(OCC)(=O)C.O. (2) The reactants are [CH3:1][C:2]([O:5][C:6]([NH:8][C@H:9]([C:18](O)=[O:19])[CH2:10][C:11]1[CH:16]=[CH:15][CH:14]=[C:13]([F:17])[CH:12]=1)=[O:7])([CH3:4])[CH3:3].B.C1COCC1. The catalyst is C1COCC1. The product is [F:17][C:13]1[CH:12]=[C:11]([CH2:10][C@H:9]([NH:8][C:6](=[O:7])[O:5][C:2]([CH3:3])([CH3:1])[CH3:4])[CH2:18][OH:19])[CH:16]=[CH:15][CH:14]=1. The yield is 0.740. (3) The reactants are Cl.[CH3:2][N:3]1[CH:8]2[CH2:9][O:10][CH2:11][CH:4]1[CH2:5][NH:6][CH2:7]2.Br[C:13]1[CH:14]=[CH:15][C:16]([N+:19]([O-:21])=[O:20])=[N:17][CH:18]=1.C([O-])([O-])=O.[Cs+].[Cs+]. The catalyst is CS(C)=O. The product is [CH3:2][N:3]1[CH:8]2[CH2:9][O:10][CH2:11][CH:4]1[CH2:5][N:6]([C:13]1[CH:18]=[N:17][C:16]([N+:19]([O-:21])=[O:20])=[CH:15][CH:14]=1)[CH2:7]2. The yield is 0.720. (4) The reactants are [OH:1][C:2]1[CH:7]=[C:6]([N+:8]([O-:10])=[O:9])[CH:5]=[CH:4][C:3]=1[C:11]1[S:12][C:13]2[CH:19]=[CH:18][CH:17]=[CH:16][C:14]=2[N:15]=1.C1(P(C2C=CC=CC=2)C2C=CC=CC=2)C=CC=CC=1.[CH3:39][N:40]([CH3:44])[CH2:41][CH2:42]O.CC(OC(/N=N/C(OC(C)C)=O)=O)C. The catalyst is C1COCC1. The product is [S:12]1[C:13]2[CH:19]=[CH:18][CH:17]=[CH:16][C:14]=2[N:15]=[C:11]1[C:3]1[CH:4]=[CH:5][C:6]([N+:8]([O-:10])=[O:9])=[CH:7][C:2]=1[O:1][CH2:42][CH2:41][N:40]([CH3:44])[CH3:39]. The yield is 0.470. (5) The reactants are CC1OC(CC2CCC(C3SC(C4C=CC(N)=CC=4)=CN=3)CC2)=NN=1.[N+:26]([C:29]1[CH:34]=[CH:33][C:32]([C:35]2[S:39][C:38]([CH:40]3[CH2:45][CH2:44][N:43]([S:46]([C:49]([F:52])([F:51])[F:50])(=[O:48])=[O:47])[CH2:42][CH2:41]3)=[N:37][CH:36]=2)=[CH:31][CH:30]=1)([O-])=O. No catalyst specified. The product is [F:52][C:49]([F:50])([F:51])[S:46]([N:43]1[CH2:44][CH2:45][CH:40]([C:38]2[S:39][C:35]([C:32]3[CH:33]=[CH:34][C:29]([NH2:26])=[CH:30][CH:31]=3)=[CH:36][N:37]=2)[CH2:41][CH2:42]1)(=[O:47])=[O:48]. The yield is 0.810. (6) The reactants are [N:1]1([C:7]2[CH:14]=[CH:13][C:10]([C:11]#[N:12])=[CH:9][N:8]=2)[CH2:6][CH2:5][NH:4][CH2:3][CH2:2]1.[F:15][C:16]([F:34])([F:33])[C:17]([C:19]1[S:23][C:22]([C:24]2[CH:25]=[C:26]([CH:30]=[CH:31][CH:32]=2)[C:27](O)=[O:28])=[CH:21][CH:20]=1)=[O:18]. The catalyst is C(O)=O. The product is [F:34][C:16]([F:15])([F:33])[C:17]([C:19]1[S:23][C:22]([C:24]2[CH:25]=[C:26]([CH:30]=[CH:31][CH:32]=2)[C:27]([N:4]2[CH2:3][CH2:2][N:1]([C:7]3[CH:14]=[CH:13][C:10]([C:11]#[N:12])=[CH:9][N:8]=3)[CH2:6][CH2:5]2)=[O:28])=[CH:21][CH:20]=1)=[O:18]. The yield is 0.320. (7) The reactants are [CH3:1][O:2][C:3]([C:5]1[CH:10]=[C:9]([NH:11][S:12]([CH2:15][C:16]2[CH:21]=[CH:20][CH:19]=[CH:18][CH:17]=2)(=[O:14])=[O:13])[CH:8]=[CH:7][N:6]=1)=[O:4].[C:22](=O)([O-])[O-].[K+].[K+].CI. The catalyst is CN(C)C=O. The product is [CH3:1][O:2][C:3]([C:5]1[CH:10]=[C:9]([N:11]([CH3:22])[S:12]([CH2:15][C:16]2[CH:21]=[CH:20][CH:19]=[CH:18][CH:17]=2)(=[O:14])=[O:13])[CH:8]=[CH:7][N:6]=1)=[O:4]. The yield is 0.770.